From a dataset of Forward reaction prediction with 1.9M reactions from USPTO patents (1976-2016). Predict the product of the given reaction. (1) Given the reactants O/[CH:2]=[C:3]1\[C:4](=O)[C@:5]2([C:18]3[CH:23]=[CH:22][CH:21]=[CH:20][CH:19]=3)[C@@H:10]([CH2:11][CH2:12]\1)[C@H:9]([CH3:13])[C:8]1([O:17][CH2:16][CH2:15][O:14]1)[CH2:7][CH2:6]2.Cl.[N:26]1[CH:31]=[CH:30][N:29]=[CH:28][C:27]=1[C:32](=[NH:34])[NH2:33].N1CCCCC1, predict the reaction product. The product is: [CH3:13][C@@H:9]1[C:8]2([O:17][CH2:16][CH2:15][O:14]2)[CH2:7][CH2:6][C@@:5]2([C:18]3[CH:19]=[CH:20][CH:21]=[CH:22][CH:23]=3)[C@H:10]1[CH2:11][CH2:12][C:3]1[CH:2]=[N:33][C:32]([C:27]3[CH:28]=[N:29][CH:30]=[CH:31][N:26]=3)=[N:34][C:4]=12. (2) Given the reactants [C:1]([C:3]1[C:4]([NH2:10])=[N:5][C:6]([NH2:9])=[CH:7][CH:8]=1)#[CH:2].[CH2:11]([O:18][C:19]1[CH:24]=[CH:23][C:22]([CH2:25][C:26](Cl)=[N:27][OH:28])=[CH:21][N:20]=1)[C:12]1[CH:17]=[CH:16][CH:15]=[CH:14][CH:13]=1.C(N(CC)CC)C, predict the reaction product. The product is: [CH2:11]([O:18][C:19]1[N:20]=[CH:21][C:22]([CH2:25][C:26]2[CH:2]=[C:1]([C:3]3[C:4]([NH2:10])=[N:5][C:6]([NH2:9])=[CH:7][CH:8]=3)[O:28][N:27]=2)=[CH:23][CH:24]=1)[C:12]1[CH:13]=[CH:14][CH:15]=[CH:16][CH:17]=1. (3) Given the reactants [H-].[H-].[H-].[H-].[Li+].[Al+3].C(O[C:10](=O)[NH:11][CH:12]1[CH2:17][CH2:16][N:15]([CH:18]([CH3:20])[CH3:19])[CH2:14][CH2:13]1)C, predict the reaction product. The product is: [CH:18]([N:15]1[CH2:14][CH2:13][CH:12]([NH:11][CH3:10])[CH2:17][CH2:16]1)([CH3:20])[CH3:19]. (4) Given the reactants [CH2:1]([O:8][C:9](=[O:33])[N:10]([CH2:31][CH3:32])[CH2:11][C:12]1[CH:17]=[C:16]([C:18]([F:21])([F:20])[F:19])[CH:15]=[CH:14][C:13]=1B1OC(C)(C)C(C)(C)O1)[C:2]1[CH:7]=[CH:6][CH:5]=[CH:4][CH:3]=1.[CH2:34]([O:36][C:37](=[O:57])[CH2:38][C:39]1[CH:44]=[C:43]([C:45]([F:48])([F:47])[F:46])[CH:42]=[C:41](OS(C(F)(F)F)(=O)=O)[CH:40]=1)[CH3:35], predict the reaction product. The product is: [CH2:34]([O:36][C:37](=[O:57])[CH2:38][C:39]1[CH:40]=[C:41]([C:13]2[CH:14]=[CH:15][C:16]([C:18]([F:20])([F:21])[F:19])=[CH:17][C:12]=2[CH2:11][N:10]([C:9]([O:8][CH2:1][C:2]2[CH:7]=[CH:6][CH:5]=[CH:4][CH:3]=2)=[O:33])[CH2:31][CH3:32])[CH:42]=[C:43]([C:45]([F:47])([F:48])[F:46])[CH:44]=1)[CH3:35]. (5) Given the reactants [F:1][C:2]1[CH:7]=[C:6]([O:8][C:9]2[C:10]3[N:17]([CH3:18])[CH:16]=[CH:15][C:11]=3[N:12]=[CH:13][N:14]=2)[CH:5]=[CH:4][C:3]=1[NH:19][C:20]([NH:22][C:23]1[CH:28]=[CH:27][CH:26]=[C:25]([C:29]([F:32])([F:31])[F:30])[CH:24]=1)=[O:21].C(OC(=O)C)C.[C:39]1([S:45]([OH:48])(=[O:47])=[O:46])[CH:44]=[CH:43][CH:42]=[CH:41][CH:40]=1, predict the reaction product. The product is: [C:39]1([S:45]([OH:48])(=[O:47])=[O:46])[CH:44]=[CH:43][CH:42]=[CH:41][CH:40]=1.[F:1][C:2]1[CH:7]=[C:6]([O:8][C:9]2[C:10]3[N:17]([CH3:18])[CH:16]=[CH:15][C:11]=3[N:12]=[CH:13][N:14]=2)[CH:5]=[CH:4][C:3]=1[NH:19][C:20]([NH:22][C:23]1[CH:28]=[CH:27][CH:26]=[C:25]([C:29]([F:31])([F:30])[F:32])[CH:24]=1)=[O:21]. (6) Given the reactants COC(=O)[O-].[CH2:6]([N+:8]([CH2:12][CH3:13])([CH2:10][CH3:11])[CH3:9])[CH3:7].[F:14][B-:15]([F:18])([F:17])[F:16].[H+], predict the reaction product. The product is: [F:14][B-:15]([F:18])([F:17])[F:16].[CH2:6]([N+:8]([CH2:12][CH3:13])([CH2:10][CH3:11])[CH3:9])[CH3:7].